Dataset: Forward reaction prediction with 1.9M reactions from USPTO patents (1976-2016). Task: Predict the product of the given reaction. (1) The product is: [N:26]1[C:27]2[C:22](=[CH:21][C:20]([CH2:16][CH2:13][CH:14]=[O:15])=[CH:29][CH:28]=2)[CH:23]=[CH:24][CH:25]=1. Given the reactants C12BC(CCC1)CCC2.C(O[CH:13]([O:16]CC)[CH:14]=[CH2:15])C.Br[C:20]1[CH:21]=[C:22]2[C:27](=[CH:28][CH:29]=1)[N:26]=[CH:25][CH:24]=[CH:23]2.C(=O)([O-])[O-].[K+].[K+].C1(P(C2CCCCC2)C2CCCCC2)CCCCC1, predict the reaction product. (2) Given the reactants [Cl:1][C:2]1[CH:3]=[C:4]([CH:19]=[CH:20][C:21]=1[C:22]([OH:24])=O)[C:5]([NH:7][CH2:8][C:9]1[NH:13][C:12]2[CH:14]=[CH:15][C:16]([Cl:18])=[CH:17][C:11]=2[N:10]=1)=[O:6].CN(C(ON1N=NC2C=CC=CC1=2)=[N+](C)C)C.[B-](F)(F)(F)F.C(N(C(C)C)CC)(C)C.[CH3:56][N:57]1[CH2:62][CH2:61][NH:60][CH2:59][C:58]1=[O:63].ClCl, predict the reaction product. The product is: [Cl:1][C:2]1[CH:3]=[C:4]([CH:19]=[CH:20][C:21]=1[C:22]([N:60]1[CH2:61][CH2:62][N:57]([CH3:56])[C:58](=[O:63])[CH2:59]1)=[O:24])[C:5]([NH:7][CH2:8][C:9]1[NH:13][C:12]2[CH:14]=[CH:15][C:16]([Cl:18])=[CH:17][C:11]=2[N:10]=1)=[O:6].